From a dataset of Forward reaction prediction with 1.9M reactions from USPTO patents (1976-2016). Predict the product of the given reaction. (1) Given the reactants [CH3:1][C:2]1[O:3][C:4]2[CH:10]=[CH:9][C:8]([N+:11]([O-])=O)=[CH:7][C:5]=2[CH:6]=1, predict the reaction product. The product is: [NH2:11][C:8]1[CH:9]=[CH:10][C:4]2[O:3][C:2]([CH3:1])=[CH:6][C:5]=2[CH:7]=1. (2) Given the reactants [CH3:1][C:2]1[S:6][C:5]([N:7]2[C:15](=[O:16])[C:14]3[C:9](=[CH:10][CH:11]=[CH:12][CH:13]=3)[C:8]2=[O:17])=[N:4][CH:3]=1.[Br:18]N1C(=O)CCC1=O, predict the reaction product. The product is: [Br:18][C:3]1[N:4]=[C:5]([N:7]2[C:15](=[O:16])[C:14]3[C:9](=[CH:10][CH:11]=[CH:12][CH:13]=3)[C:8]2=[O:17])[S:6][C:2]=1[CH3:1].